Dataset: Full USPTO retrosynthesis dataset with 1.9M reactions from patents (1976-2016). Task: Predict the reactants needed to synthesize the given product. (1) Given the product [CH2:17]([O:10][C:7]1[CH:8]=[CH:9][C:4]([CH2:3][CH2:2][OH:1])=[CH:5][CH:6]=1)[C:18]1[CH:23]=[CH:22][CH:21]=[CH:20][CH:19]=1, predict the reactants needed to synthesize it. The reactants are: [OH:1][CH2:2][CH2:3][C:4]1[CH:9]=[CH:8][C:7]([OH:10])=[CH:6][CH:5]=1.C(=O)([O-])[O-].[K+].[K+].[CH2:17](Br)[C:18]1[CH:23]=[CH:22][CH:21]=[CH:20][CH:19]=1. (2) Given the product [C:1]([CH:5]1[N:14]2[C:9](=[CH:10][C:11](=[O:20])[C:12]([C:15]([OH:17])=[O:16])=[CH:13]2)[C:8]2[CH:21]=[C:22]([O:31][CH3:32])[C:23]([O:25][CH2:26][CH2:27][CH2:28][O:29][CH3:30])=[CH:24][C:7]=2[CH2:6]1)([CH3:4])([CH3:2])[CH3:3], predict the reactants needed to synthesize it. The reactants are: [C:1]([CH:5]1[N:14]2[C:9](=[CH:10][C:11](=[O:20])[C:12]([C:15]([O:17]CC)=[O:16])=[CH:13]2)[C:8]2[CH:21]=[C:22]([O:31][CH3:32])[C:23]([O:25][CH2:26][CH2:27][CH2:28][O:29][CH3:30])=[CH:24][C:7]=2[CH2:6]1)([CH3:4])([CH3:3])[CH3:2].[Li+].[OH-].Cl. (3) Given the product [O:1]1[C:5]2[CH:6]=[CH:7][C:8]([C:10]3[NH:11][C:12]4[N:13]([N:17]=[CH:18][C:19]=4[C:20]4[O:21][CH:24]=[CH:25][N:22]=4)[C:14](=[O:16])[CH:15]=3)=[CH:9][C:4]=2[O:3][CH2:2]1, predict the reactants needed to synthesize it. The reactants are: [O:1]1[C:5]2[CH:6]=[CH:7][C:8]([C:10]3[NH:11][C:12]4[N:13]([N:17]=[CH:18][C:19]=4[C:20]([NH2:22])=[O:21])[C:14](=[O:16])[CH:15]=3)=[CH:9][C:4]=2[O:3][CH2:2]1.Br[CH2:24][CH:25](OCC)OCC. (4) The reactants are: [H-].[Na+].[CH2:3]([O:5][C:6](=[O:15])[C:7](=[C:12]([NH2:14])[NH2:13])[CH2:8][CH2:9][C:10]#[N:11])[CH3:4]. Given the product [CH2:3]([O:5][C:6]([C:7]1[CH2:8][CH2:9][C:10]([NH2:11])=[N:14][C:12]=1[NH2:13])=[O:15])[CH3:4], predict the reactants needed to synthesize it. (5) The reactants are: [CH3:1][O:2][C:3]1[C:10]([O:11][CH3:12])=[CH:9][C:6]([CH:7]=[O:8])=[C:5]([N+:13]([O-:15])=[O:14])[CH:4]=1.CC(C)[O-].[Al+3].CC(C)[O-].CC(C)[O-]. Given the product [N+:13]([C:5]1[C:6]([CH2:7][OH:8])=[CH:9][C:10]([O:11][CH3:12])=[C:3]([O:2][CH3:1])[CH:4]=1)([O-:15])=[O:14], predict the reactants needed to synthesize it.